Dataset: Reaction yield outcomes from USPTO patents with 853,638 reactions. Task: Predict the reaction yield, written as a fraction of the theoretical maximum amount of product (1.0 means a 100% yield; for example, 0.34 means a 34% yield). (1) The reactants are [Cl:1][C:2]1[N:7]=[C:6](Cl)[N:5]=[C:4]([NH:9][C:10]2[CH:15]=[CH:14][CH:13]=[CH:12][CH:11]=2)[N:3]=1.[O:16]1[C:21]2[CH:22]=[CH:23][C:24]([NH2:26])=[CH:25][C:20]=2[O:19][CH2:18][CH2:17]1.C(N(CC)CC)C. The catalyst is O1CCCC1. The product is [Cl:1][C:2]1[N:7]=[C:6]([NH:26][C:24]2[CH:23]=[CH:22][C:21]3[O:16][CH2:17][CH2:18][O:19][C:20]=3[CH:25]=2)[N:5]=[C:4]([NH:9][C:10]2[CH:15]=[CH:14][CH:13]=[CH:12][CH:11]=2)[N:3]=1. The yield is 0.690. (2) The reactants are [CH3:1][C:2]1[S:3][C:4]([CH:7]=[CH:8][N+:9]([O-])=O)=[CH:5][CH:6]=1.[H-].[Al+3].[Li+].[H-].[H-].[H-]. No catalyst specified. The product is [CH3:1][C:2]1[S:3][C:4]([CH2:7][CH2:8][NH2:9])=[CH:5][CH:6]=1. The yield is 0.850. (3) The reactants are CN1CCOCC1.[C:8]([O:12][C:13]([NH:15][C@H:16]([CH2:20][C:21]1[CH:26]=[CH:25][C:24]([Cl:27])=[CH:23][C:22]=1[Cl:28])[C:17]([OH:19])=O)=[O:14])([CH3:11])([CH3:10])[CH3:9].ClC(OCC(C)C)=O.[CH3:37][O:38][C:39]1[CH:40]=[C:41]([CH2:47][CH2:48][NH2:49])[CH:42]=[CH:43][C:44]=1[O:45][CH3:46]. The catalyst is O1CCCC1. The product is [Cl:28][C:22]1[CH:23]=[C:24]([Cl:27])[CH:25]=[CH:26][C:21]=1[CH2:20][C@@H:16]([NH:15][C:13](=[O:14])[O:12][C:8]([CH3:9])([CH3:10])[CH3:11])[C:17](=[O:19])[NH:49][CH2:48][CH2:47][C:41]1[CH:42]=[CH:43][C:44]([O:45][CH3:46])=[C:39]([O:38][CH3:37])[CH:40]=1. The yield is 0.880. (4) The reactants are [CH2:1]([O:8][C:9]1[CH:14]=[C:13]([O:15][CH2:16][C:17]2[CH:22]=[CH:21][CH:20]=[CH:19][CH:18]=2)[C:12]([C:23]([CH3:26])([CH3:25])[CH3:24])=[CH:11][C:10]=1[C:27](=[O:29])C)[C:2]1[CH:7]=[CH:6][CH:5]=[CH:4][CH:3]=1.[OH-:30].[Na+].BrBr. The catalyst is O1CCOCC1.O. The product is [CH2:1]([O:8][C:9]1[CH:14]=[C:13]([O:15][CH2:16][C:17]2[CH:22]=[CH:21][CH:20]=[CH:19][CH:18]=2)[C:12]([C:23]([CH3:24])([CH3:26])[CH3:25])=[CH:11][C:10]=1[C:27]([OH:29])=[O:30])[C:2]1[CH:7]=[CH:6][CH:5]=[CH:4][CH:3]=1. The yield is 0.790. (5) The reactants are [NH2:1][C:2]1[N:3]([CH3:25])[C:4](=[O:24])[C@@:5]2([N:23]=1)[C@@H:18]1[C@H:13]([CH2:14][CH2:15][C@H:16]([O:19][CH2:20][CH3:21])[CH2:17]1)[O:12][C:11]1[C:6]2=[CH:7][C:8](Br)=[CH:9][CH:10]=1.CC1(C)C(C)(C)OB([C:34]2[CH:35]=[N:36][CH:37]=[C:38]([CH:41]=2)[C:39]#[N:40])O1.[C:43]([C:45]1C=C(B(O)O)C=C(F)C=1)#N. No catalyst specified. The product is [NH2:1][C:2]1[N:3]([CH3:25])[C:4](=[O:24])[C@@:5]2([N:23]=1)[C@@H:18]1[C@H:13]([CH2:14][CH2:15][C@H:16]([O:19][CH2:20][CH:21]3[CH2:45][CH2:43]3)[CH2:17]1)[O:12][C:11]1[C:6]2=[CH:7][C:8]([C:34]2[CH:35]=[N:36][CH:37]=[C:38]([CH:41]=2)[C:39]#[N:40])=[CH:9][CH:10]=1. The yield is 0.310. (6) The reactants are Cl[C:2]1[C:7]2=[N:8][N:9]([C:18]3[CH:23]=[CH:22][CH:21]=[CH:20][C:19]=3[Cl:24])[C:10]([C:11]3[CH:16]=[CH:15][C:14]([Cl:17])=[CH:13][CH:12]=3)=[C:6]2[CH:5]=[CH:4][N:3]=1.[OH-:25].[Na+]. The catalyst is C1COCC1.Cl. The product is [Cl:24][C:19]1[CH:20]=[CH:21][CH:22]=[CH:23][C:18]=1[N:9]1[C:10]([C:11]2[CH:16]=[CH:15][C:14]([Cl:17])=[CH:13][CH:12]=2)=[C:6]2[C:7]([C:2]([OH:25])=[N:3][CH:4]=[CH:5]2)=[N:8]1. The yield is 0.800. (7) The reactants are [NH2:1][CH:2]1[CH2:6][N:5]([CH2:7][C:8]2[CH:13]=[CH:12][CH:11]=[CH:10][CH:9]=2)[CH:4]([C:14]([N:16]2[CH2:21][CH2:20][N:19]([C:22]3[CH:29]=[CH:28][CH:27]=[CH:26][C:23]=3[C:24]#[N:25])[CH2:18][CH2:17]2)=[O:15])[CH2:3]1.[CH3:30][O:31][C:32]1[CH:40]=[CH:39][CH:38]=[CH:37][C:33]=1[C:34](Cl)=[O:35]. No catalyst specified. The product is [CH2:7]([N:5]1[C@H:4]([C:14]([N:16]2[CH2:17][CH2:18][N:19]([C:22]3[CH:29]=[CH:28][CH:27]=[CH:26][C:23]=3[C:24]#[N:25])[CH2:20][CH2:21]2)=[O:15])[CH2:3][C@H:2]([NH:1][C:34](=[O:35])[C:33]2[CH:37]=[CH:38][CH:39]=[CH:40][C:32]=2[O:31][CH3:30])[CH2:6]1)[C:8]1[CH:13]=[CH:12][CH:11]=[CH:10][CH:9]=1. The yield is 0.0770.